From a dataset of Full USPTO retrosynthesis dataset with 1.9M reactions from patents (1976-2016). Predict the reactants needed to synthesize the given product. (1) Given the product [CH:38]1([S:41]([N:24]2[CH2:25][CH2:26][CH:21]([C:19]([NH:18][CH2:17][CH2:16][NH:15][C:13]([C:11]3[C:10]([C:27]([F:29])([F:30])[F:28])=[N:9][N:8]([C:2]4[CH:3]=[CH:4][CH:5]=[CH:6][CH:7]=4)[CH:12]=3)=[O:14])=[O:20])[CH2:22][CH2:23]2)(=[O:43])=[O:42])[CH2:40][CH2:39]1, predict the reactants needed to synthesize it. The reactants are: Cl.[C:2]1([N:8]2[CH:12]=[C:11]([C:13]([NH:15][CH2:16][CH2:17][NH:18][C:19]([CH:21]3[CH2:26][CH2:25][NH:24][CH2:23][CH2:22]3)=[O:20])=[O:14])[C:10]([C:27]([F:30])([F:29])[F:28])=[N:9]2)[CH:7]=[CH:6][CH:5]=[CH:4][CH:3]=1.C(N(CC)CC)C.[CH:38]1([S:41](Cl)(=[O:43])=[O:42])[CH2:40][CH2:39]1. (2) Given the product [Br:1][C:2]1[CH:7]=[CH:6][CH:5]=[C:4]([S:8]([N:13]2[CH2:18][CH2:17][NH:16][CH2:15][CH:14]2[CH3:19])(=[O:10])=[O:9])[CH:3]=1, predict the reactants needed to synthesize it. The reactants are: [Br:1][C:2]1[CH:3]=[C:4]([S:8](Cl)(=[O:10])=[O:9])[CH:5]=[CH:6][CH:7]=1.C[N:13]1[CH2:18][CH2:17][NH:16][CH2:15][CH2:14]1.[CH3:19]CN(C(C)C)C(C)C. (3) Given the product [CH3:15][O:16][C:17]1[CH:23]=[CH:22][C:20]([NH:21][CH:11]([C:3]2[CH:4]=[CH:5][S:1][CH:2]=2)[C:12]([OH:14])=[O:13])=[CH:19][CH:18]=1, predict the reactants needed to synthesize it. The reactants are: [S:1]1[CH:5]=[CH:4][C:3](B(O)O)=[CH:2]1.O.O=[CH:11][C:12]([OH:14])=[O:13].[CH3:15][O:16][C:17]1[CH:23]=[CH:22][C:20]([NH2:21])=[CH:19][CH:18]=1. (4) Given the product [F:34][CH:32]([F:33])[O:31][C:28]1[CH:27]=[CH:26][C:25]([C:22]2[CH:21]=[C:20]([CH2:19][N:14]3[CH:13]=[C:12]4[N:17]=[C:9]([C:3]5[CH:4]=[CH:5][CH:6]=[C:7]([F:8])[C:2]=5[F:1])[N:10]=[C:11]4[CH:16]=[N:15]3)[O:24][N:23]=2)=[CH:30][CH:29]=1, predict the reactants needed to synthesize it. The reactants are: [F:1][C:2]1[C:7]([F:8])=[CH:6][CH:5]=[CH:4][C:3]=1[C:9]1[N:17]=[C:12]2[CH:13]=[N:14][NH:15][CH:16]=[C:11]2[N:10]=1.Cl[CH2:19][C:20]1[O:24][N:23]=[C:22]([C:25]2[CH:30]=[CH:29][C:28]([O:31][CH:32]([F:34])[F:33])=[CH:27][CH:26]=2)[CH:21]=1. (5) Given the product [CH:38]([N:1]1[CH2:2][CH:3]=[C:4]([C:7]2[N:12]=[C:11]([O:13][C:14]3[C:19]4[N:20]=[C:21]([NH:23][C:24](=[O:26])[CH3:25])[S:22][C:18]=4[CH:17]=[CH:16][CH:15]=3)[CH:10]=[C:9]([C:27]3[CH:28]=[CH:29][C:30]([C:33]([F:34])([F:35])[F:36])=[CH:31][CH:32]=3)[N:8]=2)[CH2:5][CH2:6]1)([CH3:39])[CH3:41], predict the reactants needed to synthesize it. The reactants are: [NH:1]1[CH2:6][CH:5]=[C:4]([C:7]2[N:12]=[C:11]([O:13][C:14]3[C:19]4[N:20]=[C:21]([NH:23][C:24](=[O:26])[CH3:25])[S:22][C:18]=4[CH:17]=[CH:16][CH:15]=3)[CH:10]=[C:9]([C:27]3[CH:32]=[CH:31][C:30]([C:33]([F:36])([F:35])[F:34])=[CH:29][CH:28]=3)[N:8]=2)[CH2:3][CH2:2]1.Cl[CH2:38][CH2:39]Cl.[C:41](O[BH-](OC(=O)C)OC(=O)C)(=O)C.[Na+]. (6) Given the product [NH2:22][C:10]1[N:9]=[C:8]([NH:7][CH2:6][CH2:5][CH2:4][CH2:3][CH2:2][NH:1][C:25](=[O:24])[O:27][C:28]([CH3:31])([CH3:30])[CH3:29])[CH:13]=[C:12]([C:14]2[CH:19]=[CH:18][CH:17]=[C:16]([CH3:20])[C:15]=2[CH3:21])[N:11]=1, predict the reactants needed to synthesize it. The reactants are: [NH2:1][CH2:2][CH2:3][CH2:4][CH2:5][CH2:6][NH:7][C:8]1[CH:13]=[C:12]([C:14]2[CH:19]=[CH:18][CH:17]=[C:16]([CH3:20])[C:15]=2[CH3:21])[N:11]=[C:10]([NH2:22])[N:9]=1.C(=O)(OC(C)(C)C)[O:24][C:25]([O:27][C:28]([CH3:31])([CH3:30])[CH3:29])=O.CCN(CC)CC. (7) The reactants are: Cl[C:2](=[N:8][OH:9])[C:3]([O:5][CH2:6][CH3:7])=[O:4].C(=O)(O)[O-].[Na+].[Cl:15][C:16]1[CH:21]=[CH:20][C:19]([F:22])=[C:18]([C:23]#[CH:24])[CH:17]=1. Given the product [Cl:15][C:16]1[CH:21]=[CH:20][C:19]([F:22])=[C:18]([C:23]2[O:9][N:8]=[C:2]([C:3]([O:5][CH2:6][CH3:7])=[O:4])[CH:24]=2)[CH:17]=1, predict the reactants needed to synthesize it.